From a dataset of Forward reaction prediction with 1.9M reactions from USPTO patents (1976-2016). Predict the product of the given reaction. (1) Given the reactants [Cl:1][C:2]1[CH:10]=[CH:9][CH:8]=[C:7]([CH3:11])[C:3]=1[C:4](Cl)=[O:5].[F:12][C:13]([F:40])([F:39])[C:14]([CH2:34][NH:35][CH2:36][CH2:37]C)([OH:33])[CH2:15][NH:16][C:17]1[CH:25]=[CH:24][CH:23]=[C:22]2[C:18]=1[CH:19]=[N:20][N:21]2[C:26]1[CH:31]=[CH:30][C:29]([F:32])=[CH:28][CH:27]=1, predict the reaction product. The product is: [Cl:1][C:2]1[CH:10]=[CH:9][CH:8]=[C:7]([CH3:11])[C:3]=1[C:4]([N:35]([CH2:36][CH3:37])[CH2:34][C:14]([CH2:15][NH:16][C:17]1[CH:25]=[CH:24][CH:23]=[C:22]2[C:18]=1[CH:19]=[N:20][N:21]2[C:26]1[CH:27]=[CH:28][C:29]([F:32])=[CH:30][CH:31]=1)([OH:33])[C:13]([F:12])([F:40])[F:39])=[O:5]. (2) Given the reactants [CH3:1][N:2]([CH3:18])[S:3]([N:6]1[CH:10]=[CH:9][N:8]=[C:7]1[Si:11]([C:14]([CH3:17])([CH3:16])[CH3:15])([CH3:13])[CH3:12])(=[O:5])=[O:4].C([Li])CCC.CN([CH:27]=[O:28])C, predict the reaction product. The product is: [CH3:1][N:2]([CH3:18])[S:3]([N:6]1[CH:10]=[C:9]([CH:27]=[O:28])[N:8]=[C:7]1[Si:11]([C:14]([CH3:15])([CH3:17])[CH3:16])([CH3:13])[CH3:12])(=[O:4])=[O:5]. (3) Given the reactants [F:1][C:2]1[CH:7]=[CH:6][C:5]([CH2:8][N:9]([CH3:23])[CH:10]2[CH2:15][CH2:14][N:13](C(OC(C)(C)C)=O)[CH2:12][CH2:11]2)=[C:4]([C:24]([F:27])([F:26])[F:25])[CH:3]=1.FC(F)(F)C(O)=O, predict the reaction product. The product is: [F:1][C:2]1[CH:7]=[CH:6][C:5]([CH2:8][N:9]([CH3:23])[CH:10]2[CH2:11][CH2:12][NH:13][CH2:14][CH2:15]2)=[C:4]([C:24]([F:27])([F:25])[F:26])[CH:3]=1. (4) Given the reactants Cl[C:2]1[CH:3]=[C:4]([C:8]#[C:9][C:10]2[NH:11][O:12][CH:13]3[NH:17][CH2:16][CH2:15][C:14]=23)[CH:5]=[CH:6][CH:7]=1.C(OC(N1C2C(C(C#CC3C=CC=CC=3)=NO2)CC1)=O)(C)(C)C, predict the reaction product. The product is: [C:4]1([C:8]#[C:9][C:10]2[NH:11][O:12][CH:13]3[NH:17][CH2:16][CH2:15][C:14]=23)[CH:5]=[CH:6][CH:7]=[CH:2][CH:3]=1. (5) Given the reactants [C:1]([C:3]1[CH:4]=[C:5]([CH:21]([CH3:23])[CH3:22])[C:6]2[O:10][C:9]([C:11]3[CH:19]=[CH:18][C:14]([C:15](O)=[O:16])=[CH:13][CH:12]=3)=[N:8][C:7]=2[CH:20]=1)#[N:2].CN(C(ON1N=NC2C1=CC=CC=2)=[N+](C)C)C.F[P-](F)(F)(F)(F)F.O.ON1C2C=CC=CC=2N=N1.C(N(C(C)C)CC)(C)C.[NH2:68][CH2:69][C@H:70]1[O:74][C:73](=[O:75])[NH:72][C@@H:71]1[C:76]1[CH:81]=[CH:80][C:79]([F:82])=[C:78]([F:83])[CH:77]=1, predict the reaction product. The product is: [C:1]([C:3]1[CH:4]=[C:5]([CH:21]([CH3:22])[CH3:23])[C:6]2[O:10][C:9]([C:11]3[CH:19]=[CH:18][C:14]([C:15]([NH:68][CH2:69][C@H:70]4[O:74][C:73](=[O:75])[NH:72][C@@H:71]4[C:76]4[CH:81]=[CH:80][C:79]([F:82])=[C:78]([F:83])[CH:77]=4)=[O:16])=[CH:13][CH:12]=3)=[N:8][C:7]=2[CH:20]=1)#[N:2]. (6) The product is: [C:20]1([C@H:18]([NH:17][C@H:14]2[CH2:15][CH2:16][C@H:12]([C:9]3[CH:8]=[CH:7][C:6]([CH2:5][CH2:4][CH2:3][OH:2])=[CH:11][CH:10]=3)[CH2:13]2)[CH3:19])[C:29]2[C:24](=[CH:25][CH:26]=[CH:27][CH:28]=2)[CH:23]=[CH:22][CH:21]=1. Given the reactants C[O:2][C:3](=O)[CH2:4][CH2:5][C:6]1[CH:11]=[CH:10][C:9]([C@H:12]2[CH2:16][CH2:15][C@H:14]([NH:17][C@@H:18]([C:20]3[C:29]4[C:24](=[CH:25][CH:26]=[CH:27][CH:28]=4)[CH:23]=[CH:22][CH:21]=3)[CH3:19])[CH2:13]2)=[CH:8][CH:7]=1.[H-].[H-].[H-].[H-].[Li+].[Al+3], predict the reaction product. (7) Given the reactants [NH2:1][CH:2]1[C:8](=[O:9])[NH:7][C:6]2[CH:10]=[CH:11][C:12]([N:14]3[CH2:18][C@H:17]([CH2:19][O:20][C:21](=[O:25])[CH2:22][CH2:23][CH3:24])[O:16][C:15]3=[O:26])=[CH:13][C:5]=2[CH2:4][CH2:3]1.C(N(CC)CC)C.Cl[C:35]([O:37][CH2:38][C:39]1[CH:44]=[CH:43][CH:42]=[CH:41][CH:40]=1)=[O:36], predict the reaction product. The product is: [CH2:38]([O:37][C:35]([NH:1][CH:2]1[C:8](=[O:9])[NH:7][C:6]2[CH:10]=[CH:11][C:12]([N:14]3[CH2:18][C@H:17]([CH2:19][O:20][C:21](=[O:25])[CH2:22][CH2:23][CH3:24])[O:16][C:15]3=[O:26])=[CH:13][C:5]=2[CH2:4][CH2:3]1)=[O:36])[C:39]1[CH:44]=[CH:43][CH:42]=[CH:41][CH:40]=1. (8) Given the reactants [Cl:1][C:2]1[CH:7]=[CH:6][C:5]([S:8]([NH:11][C@H:12]([CH2:17][OH:18])[C@@H:13]([CH3:16])[CH2:14][CH3:15])(=[O:10])=[O:9])=[CH:4][CH:3]=1.[C:19](=O)([O-])[O-].[K+].[K+].IC, predict the reaction product. The product is: [Cl:1][C:2]1[CH:3]=[CH:4][C:5]([S:8]([N:11]([CH3:19])[C@H:12]([CH2:17][OH:18])[C@@H:13]([CH3:16])[CH2:14][CH3:15])(=[O:9])=[O:10])=[CH:6][CH:7]=1.